Task: Predict which catalyst facilitates the given reaction.. Dataset: Catalyst prediction with 721,799 reactions and 888 catalyst types from USPTO (1) Reactant: [N+:1]([C:4]1[CH:12]=[CH:11][C:7]([C:8]([OH:10])=O)=[CH:6][CH:5]=1)([O-:3])=[O:2].[NH:13]1[CH2:17][CH2:16][CH2:15][CH2:14]1.OC1C2N=NNC=2C=CC=1.CNC(N=C=NCC)CCNC.C(NC(C)C)(C)C. Product: [N+:1]([C:4]1[CH:5]=[CH:6][C:7]([C:8]([N:13]2[CH2:17][CH2:16][CH2:15][CH2:14]2)=[O:10])=[CH:11][CH:12]=1)([O-:3])=[O:2]. The catalyst class is: 4. (2) Reactant: C(O[C:4](=[O:35])[CH2:5][C:6]1[CH:11]=[CH:10][C:9]([N:12]2[C:16]([NH:17][C:18]([NH:20][C:21]3[C:30]4[C:25](=[CH:26][CH:27]=[CH:28][CH:29]=4)[CH:24]=[CH:23][CH:22]=3)=[O:19])=[CH:15][C:14]([C:31]([CH3:34])([CH3:33])[CH3:32])=[N:13]2)=[CH:8][CH:7]=1)C.[NH3:36].CO. Product: [C:31]([C:14]1[CH:15]=[C:16]([NH:17][C:18]([NH:20][C:21]2[C:30]3[C:25](=[CH:26][CH:27]=[CH:28][CH:29]=3)[CH:24]=[CH:23][CH:22]=2)=[O:19])[N:12]([C:9]2[CH:8]=[CH:7][C:6]([CH2:5][C:4]([NH2:36])=[O:35])=[CH:11][CH:10]=2)[N:13]=1)([CH3:34])([CH3:33])[CH3:32]. The catalyst class is: 5.